This data is from Reaction yield outcomes from USPTO patents with 853,638 reactions. The task is: Predict the reaction yield, written as a fraction of the theoretical maximum amount of product (1.0 means a 100% yield; for example, 0.34 means a 34% yield). (1) The product is [O:19]=[C:7]([CH2:10][CH2:9][CH:8]=[CH2:7])[CH2:8][CH2:9][CH2:10][NH:11][C:12](=[O:18])[O:13][C:14]([CH3:15])([CH3:16])[CH3:17]. The reactants are [Mg].II.CON(C)[C:7](=[O:19])[CH2:8][CH2:9][CH2:10][NH:11][C:12](=[O:18])[O:13][C:14]([CH3:17])([CH3:16])[CH3:15].[Cl-].[NH4+]. The yield is 0.620. The catalyst is C1COCC1.BrCCC=C.CCOCC. (2) The reactants are Br[C:2]1[C:7](=[O:8])[N:6]([CH2:9][C:10]2[CH:15]=[CH:14][C:13]([C:16]3[C:17]([C:22]#[N:23])=[CH:18][CH:19]=[CH:20][CH:21]=3)=[CH:12][CH:11]=2)[C:5]([CH2:24][CH2:25][CH3:26])=[N:4][C:3]=1[CH2:27][CH3:28].[CH3:29][C:30]1[CH:35]=[C:34]([CH3:36])[N:33]=[C:32]([OH:37])[CH:31]=1.[OH-].[K+].CS(C)=O. The catalyst is C(OCC)(=O)C. The product is [CH3:29][C:30]1[CH:35]=[C:34]([CH3:36])[N:33]=[C:32]([O:37][C:2]2[C:7](=[O:8])[N:6]([CH2:9][C:10]3[CH:15]=[CH:14][C:13]([C:16]4[C:17]([C:22]#[N:23])=[CH:18][CH:19]=[CH:20][CH:21]=4)=[CH:12][CH:11]=3)[C:5]([CH2:24][CH2:25][CH3:26])=[N:4][C:3]=2[CH2:27][CH3:28])[CH:31]=1. The yield is 0.480. (3) The reactants are Br[C:2]1[CH:3]=[C:4]2[C:8](=[CH:9][CH:10]=1)[C:7](=[O:11])[CH2:6][CH2:5]2.[C:12]([C:14]1[CH:19]=[CH:18][C:17](B(O)O)=[CH:16][CH:15]=1)#[N:13].C(=O)([O-])[O-].[Na+].[Na+]. The catalyst is C(COC)OC.O.[Pd].C1(P(C2C=CC=CC=2)C2C=CC=CC=2)C=CC=CC=1.C1(P(C2C=CC=CC=2)C2C=CC=CC=2)C=CC=CC=1.C1(P(C2C=CC=CC=2)C2C=CC=CC=2)C=CC=CC=1.C1(P(C2C=CC=CC=2)C2C=CC=CC=2)C=CC=CC=1. The product is [O:11]=[C:7]1[C:8]2[C:4](=[CH:3][C:2]([C:17]3[CH:18]=[CH:19][C:14]([C:12]#[N:13])=[CH:15][CH:16]=3)=[CH:10][CH:9]=2)[CH2:5][CH2:6]1. The yield is 0.790. (4) The product is [Br:1][C:2]1[CH:3]=[C:4]([CH2:8][NH2:9])[CH:5]=[N:6][CH:7]=1. The catalyst is CCO. The reactants are [Br:1][C:2]1[CH:3]=[C:4]([CH2:8][N:9]2C(=O)C3C(=CC=CC=3)C2=O)[CH:5]=[N:6][CH:7]=1.O.NN. The yield is 0.977.